This data is from Forward reaction prediction with 1.9M reactions from USPTO patents (1976-2016). The task is: Predict the product of the given reaction. Given the reactants Br[C:2]1[CH:7]=[CH:6][C:5]([Br:8])=[CH:4][N:3]=1.[NH:9]1[CH2:14][CH2:13][O:12][CH2:11][CH2:10]1, predict the reaction product. The product is: [Br:8][C:5]1[CH:6]=[CH:7][C:2]([N:9]2[CH2:14][CH2:13][O:12][CH2:11][CH2:10]2)=[N:3][CH:4]=1.